Dataset: Full USPTO retrosynthesis dataset with 1.9M reactions from patents (1976-2016). Task: Predict the reactants needed to synthesize the given product. (1) Given the product [NH2:10][C:9]1[N:4]([CH2:3][C:2]([CH3:1])=[CH2:8])[C:5](=[O:6])[NH:7][C:12](=[O:13])[CH:11]=1, predict the reactants needed to synthesize it. The reactants are: [CH3:1][C:2](=[CH2:8])[CH2:3][NH:4][C:5]([NH2:7])=[O:6].[C:9]([CH2:11][C:12](O)=[O:13])#[N:10]. (2) Given the product [Br:12][C:4]1[C:5]2[CH2:6][CH2:7][CH2:8][CH2:9][C:10]=2[C:1](=[O:11])[NH:2][CH:3]=1, predict the reactants needed to synthesize it. The reactants are: [C:1]1(=[O:11])[C:10]2[CH:5]([CH2:6][CH:7]=[CH:8][CH:9]=2)[CH2:4][CH2:3][NH:2]1.[Br:12]Br.C([O-])(O)=O.[Na+]. (3) Given the product [CH3:23][NH:24][C@H:11]([CH2:13]/[CH:14]=[CH:15]/[C:16]1[CH:17]=[N:18][CH:19]=[CH:20][CH:21]=1)[CH3:12], predict the reactants needed to synthesize it. The reactants are: C1(C)C=CC(S(O[C@@H:11]([CH2:13]/[CH:14]=[CH:15]/[C:16]2[CH:17]=[N:18][CH:19]=[CH:20][CH:21]=2)[CH3:12])(=O)=O)=CC=1.[CH3:23][NH2:24]. (4) Given the product [C:18]([O:19][C@H:11]([O:12][C:13]([CH3:15])=[S:14])[CH3:10])(=[O:36])[C:20]1[CH:33]=[CH:28][CH:27]=[CH:26][CH:21]=1, predict the reactants needed to synthesize it. The reactants are: C(O[CH2:10][CH2:11][O:12][C:13]([CH3:15])=[S:14])(=O)C1C=CC=CC=1.FC(F)(F)[C@@H:18]([C:20]1[C:21]2[C:26]([CH:27]=[C:28]3[C:33]=1C=CC=C3)=CC=CC=2)[OH:19].[OH:36]P([O-])(O)=O.OP([O-])([O-])=O.[Na+].[Na+].[Na+].[Cl-].[Cl-].[K+].[K+]. (5) Given the product [Br:20][C:6]1[CH:7]=[C:8]([C:9]([F:10])([F:11])[F:12])[C:2]([F:1])=[CH:3][C:4]=1[NH2:5], predict the reactants needed to synthesize it. The reactants are: [F:1][C:2]1[CH:3]=[C:4]([CH:6]=[CH:7][C:8]=1[C:9]([F:12])([F:11])[F:10])[NH2:5].C1C(=O)N([Br:20])C(=O)C1. (6) Given the product [C:20]([O:19][C:17]([NH:16][CH2:15][C@@:8]1([CH2:7][C:6]([O:5][C:1]([CH3:4])([CH3:3])[CH3:2])=[O:24])[CH2:14][C@H:13]2[C@@H:9]1[CH:10]=[C:11]([CH2:25][CH:26]([CH3:28])[CH3:27])[CH2:12]2)=[O:18])([CH3:23])([CH3:22])[CH3:21], predict the reactants needed to synthesize it. The reactants are: [C:1]([O:5][C:6](=[O:24])[CH2:7][C@@:8]1([CH2:15][NH:16][C:17]([O:19][C:20]([CH3:23])([CH3:22])[CH3:21])=[O:18])[CH2:14][C@@H:13]2[C@H:9]1[CH:10]=[CH:11][CH2:12]2)([CH3:4])([CH3:3])[CH3:2].[CH2:25](C1[CH2:25][C@@H:26]2[C@H:28](C=1)[C@@](CC(O[C:26]([CH3:28])([CH3:27])[CH3:25])=O)(C[N+]([O-])=O)[CH2:27]2)[CH:26]([CH3:28])[CH3:27]. (7) The reactants are: [N:1]1[CH:6]=[CH:5][C:4]([N:7]2[CH2:12][CH2:11][CH:10]([CH2:13][NH:14][C:15]3[C:16]([NH2:21])=[CH:17][CH:18]=[CH:19][CH:20]=3)[CH2:9][CH2:8]2)=[CH:3][CH:2]=1.N1C=CC=CC=1.[CH3:28][O:29][C:30]1[CH:38]=[CH:37][C:33]([C:34](Cl)=[O:35])=[CH:32][CH:31]=1. Given the product [CH3:28][O:29][C:30]1[CH:38]=[CH:37][C:33]([C:34]([NH:21][C:16]2[C:15]([NH:14][CH2:13][CH:10]3[CH2:11][CH2:12][N:7]([C:4]4[CH:5]=[CH:6][N:1]=[CH:2][CH:3]=4)[CH2:8][CH2:9]3)=[CH:20][CH:19]=[CH:18][CH:17]=2)=[O:35])=[CH:32][CH:31]=1, predict the reactants needed to synthesize it. (8) Given the product [C:3]1([CH3:22])[CH:4]=[CH:5][C:6]([CH:9]([C:15]2[CH:16]=[CH:17][C:18]([CH3:21])=[CH:19][CH:20]=2)[S:10]([CH2:11][C:12]([NH2:14])=[O:13])=[O:25])=[CH:7][CH:8]=1, predict the reactants needed to synthesize it. The reactants are: OO.[C:3]1([CH3:22])[CH:8]=[CH:7][C:6]([CH:9]([C:15]2[CH:20]=[CH:19][C:18]([CH3:21])=[CH:17][CH:16]=2)[S:10][CH2:11][C:12]([NH2:14])=[O:13])=[CH:5][CH:4]=1.C(O)(=[O:25])C. (9) Given the product [CH3:22][C:11]1[C:12]2[CH2:13][CH2:14][CH:15]3[CH2:21][CH2:20][CH2:19][CH2:18][CH:16]3[C:17]=2[N:9]([C:6]2[CH:7]=[CH:8][C:3]([OH:2])=[CH:4][CH:5]=2)[N:10]=1, predict the reactants needed to synthesize it. The reactants are: C[O:2][C:3]1[CH:8]=[CH:7][C:6]([N:9]2[C:17]3[CH:16]4[CH2:18][CH2:19][CH2:20][CH2:21][CH:15]4[CH2:14][CH2:13][C:12]=3[C:11]([CH3:22])=[N:10]2)=[CH:5][CH:4]=1.B(Br)(Br)Br. (10) The reactants are: [NH2:1][C:2]1[CH:3]=[C:4]([S:8]([NH:11][C:12]2[C:21]([NH:22][C:23]3[CH:28]=[C:27]([O:29][CH3:30])[CH:26]=[C:25]([O:31][CH3:32])[CH:24]=3)=[N:20][C:19]3[C:14](=[CH:15][CH:16]=[CH:17][CH:18]=3)[N:13]=2)(=[O:10])=[O:9])[CH:5]=[CH:6][CH:7]=1.C(OC([N:40]1[CH2:43][CH:42]([C:44](O)=[O:45])[CH2:41]1)=O)(C)(C)C.CCN(C(C)C)C(C)C.CN(C(ON1N=NC2C=CC=NC1=2)=[N+](C)C)C.F[P-](F)(F)(F)(F)F.Cl.O1CCOCC1. Given the product [CH3:30][O:29][C:27]1[CH:28]=[C:23]([NH:22][C:21]2[C:12]([NH:11][S:8]([C:4]3[CH:3]=[C:2]([NH:1][C:44]([CH:42]4[CH2:43][NH:40][CH2:41]4)=[O:45])[CH:7]=[CH:6][CH:5]=3)(=[O:9])=[O:10])=[N:13][C:14]3[C:19]([N:20]=2)=[CH:18][CH:17]=[CH:16][CH:15]=3)[CH:24]=[C:25]([O:31][CH3:32])[CH:26]=1, predict the reactants needed to synthesize it.